Dataset: Full USPTO retrosynthesis dataset with 1.9M reactions from patents (1976-2016). Task: Predict the reactants needed to synthesize the given product. (1) Given the product [CH3:1][C:2]1[CH:7]=[CH:6][CH:5]=[CH:4][C:3]=1[NH:8][C:9]([NH:60][C:56]1[C:53]([C:37]([NH:39][C@H:40]([C:47]([OH:49])=[O:48])[CH2:41][C:42]2[S:46][CH:45]=[CH:44][CH:43]=2)=[O:38])=[CH:18][C:14]2[C:13]([CH:57]=1)=[CH:12][CH:17]=[CH:16][CH:15]=2)=[O:10], predict the reactants needed to synthesize it. The reactants are: [CH3:1][C:2]1[CH:7]=[CH:6][CH:5]=[CH:4][C:3]=1[N:8]=[C:9]=[O:10].Cl[C:12]1[CH:17]=[CH:16][CH:15]=[C:14]([CH3:18])[C:13]=1N=C=O.C1C=C2C(CO[C:37]([NH:39][C@H:40]([C:47]([OH:49])=[O:48])[CH2:41][C:42]3[S:46][CH:45]=[CH:44][CH:43]=3)=[O:38])C3C(C2=CC=1)=CC=CC=3.C1CC[CH:53]([C@H:56]([NH:60]C(OCC2C3C(=CC=CC=3)C3C2=CC=CC=3)=O)[C:57](O)=O)CC1. (2) Given the product [CH:19]([C:17]1[N:18]=[C:14]([C:4]2[N:3]=[C:2]([O:1][CH:36]3[CH2:53][CH:52]4[N:38]([C:39](=[O:59])[N:40]([CH3:58])[CH2:41][CH2:42][CH2:43][CH2:44][CH:45]=[CH:46][CH:47]5[C:49]([C:55]([OH:57])=[O:56])([NH:50][C:51]4=[O:54])[CH2:48]5)[CH2:37]3)[C:11]3[C:6]([CH:5]=2)=[CH:7][C:8]([O:12][CH3:13])=[CH:9][CH:10]=3)[S:15][CH:16]=1)([CH3:21])[CH3:20], predict the reactants needed to synthesize it. The reactants are: [OH:1][C:2]1[C:11]2[C:6](=[CH:7][C:8]([O:12][CH3:13])=[CH:9][CH:10]=2)[CH:5]=[C:4]([C:14]2[S:15][CH:16]=[C:17]([CH:19]([CH3:21])[CH3:20])[N:18]=2)[N:3]=1.ClC1N=C(O[CH:36]2[CH2:53][CH:52]3[N:38]([C:39](=[O:59])[N:40]([CH3:58])[CH2:41][CH2:42][CH2:43][CH2:44][CH:45]=[CH:46][CH:47]4[C:49]([C:55]([OH:57])=[O:56])([NH:50][C:51]3=[O:54])[CH2:48]4)[CH2:37]2)C2C(C=1)=CC(OC)=CC=2. (3) Given the product [CH3:38][C:19]1[CH:20]=[C:15]([C:14]2[CH:13]=[CH:12][N:11]=[C:10]3[NH:36][C:7]([C:5]4[CH:4]=[N:3][N:2]([CH3:1])[CH:6]=4)=[N:8][C:9]=23)[CH:16]=[CH:17][C:18]=1[CH2:21][NH:24][C:25]([C:27]1[O:28][C:29]([C:32]([CH3:35])([CH3:33])[CH3:34])=[N:30][N:31]=1)=[O:26], predict the reactants needed to synthesize it. The reactants are: [CH3:1][N:2]1[CH:6]=[C:5]([C:7]2[NH:36][C:10]3=[N:11][CH:12]=[CH:13][C:14]([C:15]4[CH:20]=[CH:19][C:18]([C:21]5([NH:24][C:25]([C:27]6[O:28][C:29]([C:32]([CH3:35])([CH3:34])[CH3:33])=[N:30][N:31]=6)=[O:26])CC5)=[CH:17][CH:16]=4)=[C:9]3[N:8]=2)[CH:4]=[N:3]1.Br[C:38]1C=CN=C2NC(C3C=NN(C)C=3)=NC=12.CC1C=C(B2OC(C)(C)C(C)(C)O2)C=CC=1CNC(C1OC(C(C)(C)C)=NN=1)=O.P([O-])([O-])([O-])=O.[K+].[K+].[K+].C([O-])(=O)C.[Na+].C(#N)C. (4) The reactants are: [Cl:1][C:2]1[N:7]=[CH:6][C:5]([C:8]2[O:9][C:10]([CH3:16])=[C:11]([C:13](O)=[O:14])[N:12]=2)=[C:4]([NH:17][CH:18]([CH3:20])[CH3:19])[CH:3]=1.S(Cl)(Cl)=O.[N-:25]=[N+:26]=[N-:27].[Na+]. Given the product [Cl:1][C:2]1[N:7]=[CH:6][C:5]([C:8]2[O:9][C:10]([CH3:16])=[C:11]([C:13]([N:25]=[N+:26]=[N-:27])=[O:14])[N:12]=2)=[C:4]([NH:17][CH:18]([CH3:20])[CH3:19])[CH:3]=1, predict the reactants needed to synthesize it. (5) Given the product [CH:28]([C:7]1[N:12]=[N:11][C:10]2[O:13][CH2:14][CH2:15][CH2:16][C:9]=2[CH:8]=1)=[CH2:29], predict the reactants needed to synthesize it. The reactants are: FC(F)(F)S(O[C:7]1[N:12]=[N:11][C:10]2[O:13][CH2:14][CH2:15][CH2:16][C:9]=2[CH:8]=1)(=O)=O.C(=O)([O-])[O-].[K+].[K+].O.CO[CH2:28][CH2:29]OC. (6) Given the product [CH3:14][C:12]1[NH:11][N:10]=[C:9]([O:8][C:5]2[CH:6]=[CH:7][CH:2]=[C:3]([C:15]([F:18])([F:16])[F:17])[CH:4]=2)[CH:13]=1, predict the reactants needed to synthesize it. The reactants are: N[C:2]1[CH:7]=[CH:6][C:5]([O:8][C:9]2[CH:13]=[C:12]([CH3:14])[NH:11][N:10]=2)=[CH:4][C:3]=1[C:15]([F:18])([F:17])[F:16].N([O-])=O.[Na+].[PH2](O)=O.[OH-].[Na+]. (7) Given the product [CH:11]([N:9]1[CH2:10][C:5]2[C:4]([NH:15][CH2:16][C:17]3[N:18]=[CH:19][C:20]4[C:25]([CH:26]=3)=[CH:24][CH:23]=[CH:22][CH:21]=4)=[N:3][C:2]([N:32]3[CH2:31][CH2:30][N:29]([C:34]([O:36][C:37]([CH3:40])([CH3:39])[CH3:38])=[O:35])[C@H:28]([CH3:27])[CH2:33]3)=[N:7][C:6]=2[C:8]1=[O:14])([CH3:13])[CH3:12], predict the reactants needed to synthesize it. The reactants are: Cl[C:2]1[N:3]=[C:4]([NH:15][CH2:16][C:17]2[N:18]=[CH:19][C:20]3[C:25]([CH:26]=2)=[CH:24][CH:23]=[CH:22][CH:21]=3)[C:5]2[CH2:10][N:9]([CH:11]([CH3:13])[CH3:12])[C:8](=[O:14])[C:6]=2[N:7]=1.[CH3:27][C@@H:28]1[CH2:33][NH:32][CH2:31][CH2:30][N:29]1[C:34]([O:36][C:37]([CH3:40])([CH3:39])[CH3:38])=[O:35].CCN(C(C)C)C(C)C.